Dataset: Full USPTO retrosynthesis dataset with 1.9M reactions from patents (1976-2016). Task: Predict the reactants needed to synthesize the given product. (1) Given the product [CH:19]1([NH:18][C:17]([C:14]2([CH2:26][C:27]3[CH:32]=[CH:31][C:30]([NH:33][C:41](=[O:43])[CH3:42])=[CH:29][CH:28]=3)[CH2:13][CH2:12][N:11]([C:9](=[O:10])[C@@H:8]([NH2:7])[CH2:34][C:35]3[S:36][CH:37]=[CH:38][CH:39]=3)[CH2:16][CH2:15]2)=[O:25])[CH2:20][CH2:21][CH2:22][CH2:23][CH2:24]1, predict the reactants needed to synthesize it. The reactants are: C(OC(=O)[NH:7][CH:8]([CH2:34][C:35]1[S:36][CH:37]=[CH:38][CH:39]=1)[C:9]([N:11]1[CH2:16][CH2:15][C:14]([CH2:26][C:27]2[CH:32]=[CH:31][C:30]([NH2:33])=[CH:29][CH:28]=2)([C:17](=[O:25])[NH:18][CH:19]2[CH2:24][CH2:23][CH2:22][CH2:21][CH2:20]2)[CH2:13][CH2:12]1)=[O:10])(C)(C)C.[C:41](OC(=O)C)(=[O:43])[CH3:42].C(N(C(C)C)CC)(C)C. (2) Given the product [CH2:1]([O:3][C:4](=[O:16])[C@@H:5]([NH:7][C:8](=[O:15])[C@@H:9]([NH:14][C:24]([CH:21]1[CH2:22][CH2:23][N:18]([CH3:17])[CH2:19][CH2:20]1)=[O:25])[C:10]([CH3:11])([CH3:13])[CH3:12])[CH3:6])[CH3:2], predict the reactants needed to synthesize it. The reactants are: [CH2:1]([O:3][C:4](=[O:16])[C@@H:5]([NH:7][C:8](=[O:15])[C@@H:9]([NH2:14])[C:10]([CH3:13])([CH3:12])[CH3:11])[CH3:6])[CH3:2].[CH3:17][N:18]1[CH2:23][CH2:22][CH:21]([C:24](O)=[O:25])[CH2:20][CH2:19]1.C(OC(Cl)=O)C(C)C.CN1CCOCC1. (3) Given the product [ClH:67].[NH2:8][CH2:9][C@H:10]1[CH2:11][CH2:12][C@H:13]([C:16]([NH:18][C@H:19]([C:50](=[O:66])[NH:51][C:52]2[CH:53]=[CH:54][C:55]3[N:59]=[C:58]([N:60]4[CH:64]=[CH:63][CH:62]=[N:61]4)[NH:57][C:56]=3[CH:65]=2)[CH2:20][C:21]2[CH:26]=[CH:25][C:24]([C:27]3[CH:32]=[CH:31][C:30]([C:33]([NH:35][CH:36]4[CH2:41][CH2:40][NH:39][CH2:38][CH2:37]4)=[O:34])=[CH:29][C:28]=3[CH3:49])=[CH:23][CH:22]=2)=[O:17])[CH2:14][CH2:15]1, predict the reactants needed to synthesize it. The reactants are: C(OC([NH:8][CH2:9][C@H:10]1[CH2:15][CH2:14][C@H:13]([C:16]([NH:18][C@H:19]([C:50](=[O:66])[NH:51][C:52]2[CH:53]=[CH:54][C:55]3[N:59]=[C:58]([N:60]4[CH:64]=[CH:63][CH:62]=[N:61]4)[NH:57][C:56]=3[CH:65]=2)[CH2:20][C:21]2[CH:26]=[CH:25][C:24]([C:27]3[CH:32]=[CH:31][C:30]([C:33]([NH:35][CH:36]4[CH2:41][CH2:40][N:39](C(OC(C)(C)C)=O)[CH2:38][CH2:37]4)=[O:34])=[CH:29][C:28]=3[CH3:49])=[CH:23][CH:22]=2)=[O:17])[CH2:12][CH2:11]1)=O)(C)(C)C.[ClH:67]. (4) Given the product [CH3:11][Si:12]([CH3:14])([CH3:13])[N:4]=[S@@:2]([CH3:1])(=[O:3])[C:5]1[CH:10]=[CH:9][CH:8]=[CH:7][CH:6]=1, predict the reactants needed to synthesize it. The reactants are: [CH3:1][S@:2]([C:5]1[CH:10]=[CH:9][CH:8]=[CH:7][CH:6]=1)(=[NH:4])=[O:3].[CH3:11][Si:12](N(CC)CC)([CH3:14])[CH3:13]. (5) Given the product [CH3:9][N:10]([CH2:53][CH2:54][N:5]1[CH2:6][CH2:7][N:2]([CH3:1])[C:3](=[O:8])[CH2:4]1)[C:11](=[O:52])[C:12]1[CH:51]=[CH:50][CH:49]=[C:14]([C:15]([NH:17][C:18]2[CH:23]=[CH:22][C:21]([N:24]3[CH2:25][CH2:26][CH2:27][CH2:28][CH2:29]3)=[CH:20][C:19]=2[C:30]2[CH:35]=[C:34]([C:36](=[O:48])[NH:37][C@@H:38]3[C:47]4[C:42](=[CH:43][CH:44]=[CH:45][CH:46]=4)[CH2:41][CH2:40][CH2:39]3)[CH:33]=[CH:32][N:31]=2)=[O:16])[CH:13]=1, predict the reactants needed to synthesize it. The reactants are: [CH3:1][N:2]1[CH2:7][CH2:6][NH:5][CH2:4][C:3]1=[O:8].[CH3:9][N:10]([CH2:53][CH:54]=O)[C:11](=[O:52])[C:12]1[CH:51]=[CH:50][CH:49]=[C:14]([C:15]([NH:17][C:18]2[CH:23]=[CH:22][C:21]([N:24]3[CH2:29][CH2:28][CH2:27][CH2:26][CH2:25]3)=[CH:20][C:19]=2[C:30]2[CH:35]=[C:34]([C:36](=[O:48])[NH:37][C@@H:38]3[C:47]4[C:42](=[CH:43][CH:44]=[CH:45][CH:46]=4)[CH2:41][CH2:40][CH2:39]3)[CH:33]=[CH:32][N:31]=2)=[O:16])[CH:13]=1.[BH3-]C#N.[Na+]. (6) Given the product [C:12]([O:11][C@H:10]1[C@@H:15]([O:16][C:17](=[O:23])[CH2:18][CH2:19][C:20]([CH3:22])=[O:21])[C@H:24]([O:25][CH2:26][C:27]2[CH:28]=[CH:29][C:30]([Br:33])=[CH:31][CH:32]=2)[C@@H:34]([C@H:36]([CH2:45][O:46][C:47](=[O:49])[CH3:48])[O:37][CH2:38][C:39]2[CH:44]=[CH:43][CH:42]=[CH:41][CH:40]=2)[O:35][CH:9]1[S:60][C:58]1[CH:59]=[C:54]([C:50]([CH3:52])([CH3:51])[CH3:53])[CH:55]=[CH:56][C:57]=1[CH3:61])(=[O:14])[CH3:13], predict the reactants needed to synthesize it. The reactants are: C(O[CH:9]1[O:35][C@H:34]([C@H:36]([CH2:45][O:46][C:47](=[O:49])[CH3:48])[O:37][CH2:38][C:39]2[CH:44]=[CH:43][CH:42]=[CH:41][CH:40]=2)[C@@H:24]([O:25][CH2:26][C:27]2[CH:32]=[CH:31][C:30]([Br:33])=[CH:29][CH:28]=2)[C@H:15]([O:16][C:17](=[O:23])[CH2:18][CH2:19][C:20]([CH3:22])=[O:21])[C@@H:10]1[O:11][C:12](=[O:14])[CH3:13])(=O)CCC(C)=O.[C:50]([C:54]1[CH:55]=[CH:56][C:57]([CH3:61])=[C:58]([SH:60])[CH:59]=1)([CH3:53])([CH3:52])[CH3:51].